Dataset: Full USPTO retrosynthesis dataset with 1.9M reactions from patents (1976-2016). Task: Predict the reactants needed to synthesize the given product. (1) Given the product [OH:20][C:18]1[CH:17]=[CH:16][C:8]2[CH2:9][C@@H:10]3[C@@H:15]([C:5]4([C:4](=[O:21])[N:3]([CH3:22])[C:2](/[N:1]=[CH:23]/[N:24]([CH3:27])[CH3:25])=[N:6]4)[C:7]=2[CH:19]=1)[CH2:14][O:13][CH2:12][CH2:11]3, predict the reactants needed to synthesize it. The reactants are: [NH2:1][C:2]1[N:3]([CH3:22])[C:4](=[O:21])[C:5]2([C@@H:15]3[C@H:10]([CH2:11][CH2:12][O:13][CH2:14]3)[CH2:9][C:8]3[CH:16]=[CH:17][C:18]([OH:20])=[CH:19][C:7]2=3)[N:6]=1.[CH3:23][N:24]([CH3:27])[CH:25]=O. (2) Given the product [CH2:11]([O:18][C:19](=[O:29])[NH:20][CH2:21][C@H:22]1[CH2:27][CH2:26][C@@H:25]([NH:28][C:2]2[N:7]=[C:6]([N:8]([CH3:10])[CH3:9])[CH:5]=[CH:4][N:3]=2)[CH2:24][CH2:23]1)[C:12]1[CH:13]=[CH:14][CH:15]=[CH:16][CH:17]=1, predict the reactants needed to synthesize it. The reactants are: Cl[C:2]1[N:7]=[C:6]([N:8]([CH3:10])[CH3:9])[CH:5]=[CH:4][N:3]=1.[CH2:11]([O:18][C:19](=[O:29])[NH:20][CH2:21][C@H:22]1[CH2:27][CH2:26][C@@H:25]([NH2:28])[CH2:24][CH2:23]1)[C:12]1[CH:17]=[CH:16][CH:15]=[CH:14][CH:13]=1.C([O-])(O)=O.[Na+]. (3) Given the product [CH3:24][O:23][C:13]1[C:11]2[N:12]=[C:8]([NH:7][C:5](=[O:6])[C:4]3[CH:25]=[CH:26][N:27]=[C:2]([N:35]([CH3:34])[CH2:36][CH2:37][N:38]4[CH2:43][CH2:42][CH2:41][CH2:40][CH2:39]4)[CH:3]=3)[S:9][C:10]=2[C:16]([N:17]2[CH2:22][CH2:21][O:20][CH2:19][CH2:18]2)=[CH:15][CH:14]=1, predict the reactants needed to synthesize it. The reactants are: Br[C:2]1[CH:3]=[C:4]([CH:25]=[CH:26][N:27]=1)[C:5]([NH:7][C:8]1[S:9][C:10]2[C:16]([N:17]3[CH2:22][CH2:21][O:20][CH2:19][CH2:18]3)=[CH:15][CH:14]=[C:13]([O:23][CH3:24])[C:11]=2[N:12]=1)=[O:6].C(=O)([O-])[O-].[Cs+].[Cs+].[CH3:34][NH:35][CH2:36][CH2:37][N:38]1[CH2:43][CH2:42][CH2:41][CH2:40][CH2:39]1. (4) Given the product [NH:5]([C:11]([O:13][C:14]([CH3:17])([CH3:16])[CH3:15])=[O:12])[C@H:6]([C:8]([NH:22][C@H:21]([C:20]([O:19][CH3:18])=[O:26])[CH:23]([CH3:25])[CH3:24])=[O:10])[CH3:7], predict the reactants needed to synthesize it. The reactants are: C(Cl)CCl.[NH:5]([C:11]([O:13][C:14]([CH3:17])([CH3:16])[CH3:15])=[O:12])[C@H:6]([C:8]([OH:10])=O)[CH3:7].[CH3:18][O:19][C:20](=[O:26])[C@H:21]([CH:23]([CH3:25])[CH3:24])[NH2:22].C(N(CC)CC)C. (5) Given the product [CH3:1][C:2]1[CH:7]=[C:6]([C:8]#[C:9][C:37]2[CH:36]=[CH:38][C:22]([F:21])=[CH:23][CH:24]=2)[N:5]=[C:4]([O:10][C:11]2[N:15]([CH3:16])[N:14]=[C:13]([C:17]([F:19])([F:20])[F:18])[CH:12]=2)[CH:3]=1, predict the reactants needed to synthesize it. The reactants are: [CH3:1][C:2]1[CH:7]=[C:6]([C:8]#[CH:9])[N:5]=[C:4]([O:10][C:11]2[N:15]([CH3:16])[N:14]=[C:13]([C:17]([F:20])([F:19])[F:18])[CH:12]=2)[CH:3]=1.[F:21][C:22](F)(F)[C:23]1C=CC(I)=C[CH:24]=1.C(N[CH:36]([CH3:38])[CH3:37])(C)C. (6) Given the product [OH:5][CH2:6][CH2:7][CH2:8][S:9][C:10]1[CH:16]=[CH:15][C:13]([NH:14][C:3]([NH2:4])=[NH:2])=[CH:12][CH:11]=1, predict the reactants needed to synthesize it. The reactants are: Cl.[N:2]#[C:3][NH2:4].[OH:5][CH2:6][CH2:7][CH2:8][S:9][C:10]1[CH:16]=[CH:15][C:13]([NH2:14])=[CH:12][CH:11]=1. (7) Given the product [CH2:33]([O:35][C:36]1[C:45]([O:46][CH3:47])=[CH:44][C:43]2[C:42]([C:48]3[CH:49]=[CH:50][C:51]([C:52]([N:29]4[CH2:30][CH2:31][CH:26]([N:12]5[C:13](=[O:25])[C:14]6[S:18][C:17]([C:19]7[CH:24]=[CH:23][CH:22]=[CH:21][CH:20]=7)=[CH:16][C:15]=6[N:10]([CH2:9][C:6]6[O:7][CH:8]=[C:4]([CH2:2][CH3:3])[N:5]=6)[C:11]5=[O:32])[CH2:27][CH2:28]4)=[O:53])=[CH:55][CH:56]=3)=[N:41][C@@H:40]3[CH2:57][CH2:58][S:59][CH2:60][C@@H:39]3[C:38]=2[CH:37]=1)[CH3:34], predict the reactants needed to synthesize it. The reactants are: Cl.[CH2:2]([C:4]1[N:5]=[C:6]([CH2:9][N:10]2[C:15]3[CH:16]=[C:17]([C:19]4[CH:24]=[CH:23][CH:22]=[CH:21][CH:20]=4)[S:18][C:14]=3[C:13](=[O:25])[N:12]([CH:26]3[CH2:31][CH2:30][NH:29][CH2:28][CH2:27]3)[C:11]2=[O:32])[O:7][CH:8]=1)[CH3:3].[CH2:33]([O:35][C:36]1[C:45]([O:46][CH3:47])=[CH:44][C:43]2[C:42]([C:48]3[CH:56]=[CH:55][C:51]([C:52](O)=[O:53])=[CH:50][CH:49]=3)=[N:41][C@@H:40]3[CH2:57][CH2:58][S:59][CH2:60][C@@H:39]3[C:38]=2[CH:37]=1)[CH3:34].CN(C(ON1N=NC2C=CC=CC1=2)=[N+](C)C)C.F[P-](F)(F)(F)(F)F.CCN(C(C)C)C(C)C.